From a dataset of Catalyst prediction with 721,799 reactions and 888 catalyst types from USPTO. Predict which catalyst facilitates the given reaction. (1) Reactant: C[O:2][C:3]1[N:4]([CH2:21][C:22]2[CH:27]=[CH:26][C:25]([CH2:28]O)=[CH:24][CH:23]=2)[C:5]2[C:10]([N:11]=1)=[C:9]([NH2:12])[N:8]=[C:7]([NH:13][CH2:14][C:15]1[CH:20]=[CH:19][N:18]=[CH:17][CH:16]=1)[N:6]=2.O=S(Cl)[Cl:32]. Product: [N:18]1[CH:19]=[CH:20][C:15]([CH2:14][NH:13][C:7]2[N:6]=[C:5]3[C:10]([NH:11][C:3](=[O:2])[N:4]3[CH2:21][C:22]3[CH:27]=[CH:26][C:25]([CH2:28][Cl:32])=[CH:24][CH:23]=3)=[C:9]([NH2:12])[N:8]=2)=[CH:16][CH:17]=1. The catalyst class is: 22. (2) Reactant: [CH2:1]([O:3][CH2:4][C:5]1[N:6]([CH2:19][C:20]2[O:24][N:23]=[C:22]([C:25]3[CH:26]=[N:27][CH:28]=[CH:29][CH:30]=3)[CH:21]=2)[C:7]2[C:12]([CH3:13])=[C:11]([CH3:14])[N:10]3N=N[N:17]=[C:9]3[C:8]=2[N:18]=1)[CH3:2].C1(P(C2C=CC=CC=2)C2C=CC=CC=2)C=CC=CC=1. Product: [CH2:1]([O:3][CH2:4][C:5]1[N:6]([CH2:19][C:20]2[O:24][N:23]=[C:22]([C:25]3[CH:26]=[N:27][CH:28]=[CH:29][CH:30]=3)[CH:21]=2)[C:7]2[C:12]([CH3:13])=[C:11]([CH3:14])[N:10]=[C:9]([NH2:17])[C:8]=2[N:18]=1)[CH3:2]. The catalyst class is: 11. (3) Reactant: [BH4-].[Na+].[CH2:3](Br)[CH:4]=[CH2:5].[C:7]([NH2:26])(=[O:25])[C:8]1[CH:13]=[CH:12][CH:11]=[CH:10][C:9]=1[S:14][S:14][C:9]1[CH:10]=[CH:11][CH:12]=[CH:13][C:8]=1[C:7]([NH2:26])=[O:25]. Product: [CH2:3]([S:14][C:9]1[CH:10]=[CH:11][CH:12]=[CH:13][C:8]=1[C:7]([NH2:26])=[O:25])[CH:4]=[CH2:5]. The catalyst class is: 240. (4) Reactant: [NH2:1][C:2]1[S:3][C:4]2[CH:10]=[CH:9][CH:8]=[C:7]([O:11][CH3:12])[C:5]=2[N:6]=1.[C:13](Cl)(=[O:20])[C:14]1[CH:19]=[CH:18][CH:17]=[CH:16][CH:15]=1. Product: [CH3:12][O:11][C:7]1[C:5]2[N:6]=[C:2]([NH:1][C:13](=[O:20])[C:14]3[CH:19]=[CH:18][CH:17]=[CH:16][CH:15]=3)[S:3][C:4]=2[CH:10]=[CH:9][CH:8]=1. The catalyst class is: 17. (5) Reactant: [OH:1][CH2:2][CH2:3][N:4]1[C:12]2[C:7](=[CH:8][CH:9]=[C:10]3[CH2:17][CH2:16][N:15]([C:18]([O:20][C:21]([CH3:24])([CH3:23])[CH3:22])=[O:19])[CH2:14][CH2:13][C:11]3=2)[CH:6]=[CH:5]1.[C:25]1(P([C:25]2[CH:30]=[CH:29][CH:28]=[CH:27][CH:26]=2)[C:25]2[CH:30]=[CH:29][CH:28]=[CH:27][CH:26]=2)[CH:30]=[CH:29][CH:28]=[CH:27][CH:26]=1.C1(O)C=CC=CC=1.N(C(OC(C)(C)C)=O)=NC(OC(C)(C)C)=O. Product: [O:1]([CH2:2][CH2:3][N:4]1[C:12]2[C:7](=[CH:8][CH:9]=[C:10]3[CH2:17][CH2:16][N:15]([C:18]([O:20][C:21]([CH3:24])([CH3:23])[CH3:22])=[O:19])[CH2:14][CH2:13][C:11]3=2)[CH:6]=[CH:5]1)[C:25]1[CH:30]=[CH:29][CH:28]=[CH:27][CH:26]=1. The catalyst class is: 1. (6) The catalyst class is: 4. Product: [C:13]([NH:16][C:17]([CH2:38][CH2:39][CH2:40][NH:41][CH2:10][CH2:9][C:3]1[CH:4]=[CH:5][C:6]([Cl:8])=[CH:7][C:2]=1[Cl:1])([CH2:25][CH2:26][CH2:27][CH2:28][B:29]1[O:30][C:31]([CH3:37])([CH3:36])[C:32]([CH3:35])([CH3:34])[O:33]1)[C:18]([NH:20][C:21]([CH3:24])([CH3:23])[CH3:22])=[O:19])(=[O:15])[CH3:14]. Reactant: [Cl:1][C:2]1[CH:7]=[C:6]([Cl:8])[CH:5]=[CH:4][C:3]=1[CH2:9][CH:10]=O.Cl.[C:13]([NH:16][C:17]([CH2:38][CH2:39][CH2:40][NH2:41])([CH2:25][CH2:26][CH2:27][CH2:28][B:29]1[O:33][C:32]([CH3:35])([CH3:34])[C:31]([CH3:37])([CH3:36])[O:30]1)[C:18]([NH:20][C:21]([CH3:24])([CH3:23])[CH3:22])=[O:19])(=[O:15])[CH3:14].C(O[BH-](OC(=O)C)OC(=O)C)(=O)C.[Na+]. (7) Reactant: [CH3:1][N:2]1[CH:6]=[CH:5][N:4]=[C:3]1[C:7]#[N:8].Cl.[NH2:10][OH:11].C(N(CC)CC)C. Product: [OH:11][N:10]=[C:7]([C:3]1[N:2]([CH3:1])[CH:6]=[CH:5][N:4]=1)[NH2:8]. The catalyst class is: 5. (8) The catalyst class is: 47. Product: [Cl:11][C:7]1[CH:8]=[CH:9][CH:10]=[C:2]2[C:3]=1[C:4](=[O:6])[N:22]([CH:23]1[CH2:28][CH2:27][C:26](=[O:29])[NH:25][C:24]1=[O:30])[C:15]([CH3:16])=[N:1]2. Reactant: [NH2:1][C:2]1[CH:10]=[CH:9][CH:8]=[C:7]([Cl:11])[C:3]=1[C:4]([OH:6])=O.N1[CH:16]=[CH:15]N=C1.C(Cl)(=O)C.Cl.[NH2:22][CH:23]1[CH2:28][CH2:27][C:26](=[O:29])[NH:25][C:24]1=[O:30].P(OC1C=CC=CC=1)(OC1C=CC=CC=1)OC1C=CC=CC=1. (9) Reactant: [CH3:1][O:2][C:3]1[C:8]([N+:9]([O-])=O)=[CH:7][CH:6]=[CH:5][C:4]=1[C:12]1[S:13][C:14]([CH3:20])=[C:15]([C:17]([OH:19])=[O:18])[N:16]=1. Product: [CH3:1][O:2][C:3]1[C:8]([NH2:9])=[CH:7][CH:6]=[CH:5][C:4]=1[C:12]1[S:13][C:14]([CH3:20])=[C:15]([C:17]([OH:19])=[O:18])[N:16]=1. The catalyst class is: 19. (10) Reactant: Cl.Cl.[F:3][C:4]1[CH:9]=[CH:8][CH:7]=[CH:6][C:5]=1[C:10]1[CH:15]=[CH:14][CH:13]=[C:12]([CH:16]([C:24]2([OH:30])[CH2:29][CH2:28][CH2:27][CH2:26][CH2:25]2)[CH2:17][N:18]2[CH2:23][CH2:22][NH:21][CH2:20][CH2:19]2)[CH:11]=1.FC1C=CC=CC=1C1C=CC=C(C(C2(O)CCCCC2)CN2CCN(C(OC(C)(C)C)=O)CC2)C=1.C(=O)([O-])[O-].[K+].[K+].[C:72]([OH:79])(=[O:78])/[CH:73]=[CH:74]\[C:75]([OH:77])=[O:76]. Product: [C:72]([OH:79])(=[O:78])/[CH:73]=[CH:74]\[C:75]([OH:77])=[O:76].[F:3][C:4]1[CH:9]=[CH:8][CH:7]=[CH:6][C:5]=1[C:10]1[CH:15]=[CH:14][CH:13]=[C:12]([CH:16]([C:24]2([OH:30])[CH2:25][CH2:26][CH2:27][CH2:28][CH2:29]2)[CH2:17][N:18]2[CH2:19][CH2:20][NH:21][CH2:22][CH2:23]2)[CH:11]=1. The catalyst class is: 5.